Dataset: Blood-brain barrier penetration binary classification data from Martins et al.. Task: Regression/Classification. Given a drug SMILES string, predict its absorption, distribution, metabolism, or excretion properties. Task type varies by dataset: regression for continuous measurements (e.g., permeability, clearance, half-life) or binary classification for categorical outcomes (e.g., BBB penetration, CYP inhibition). Dataset: bbb_martins. (1) The molecule is O=C(OC1CN2CCC1CC2)c1ccccc1. The result is 1 (penetrates BBB). (2) The molecule is COc1ccc2c(c1)/C(=C/CCN(C)C)c1ccccc1O2. The result is 1 (penetrates BBB). (3) The compound is CCC1(CC)C(=O)C=CNC1=O. The result is 1 (penetrates BBB). (4) The result is 1 (penetrates BBB). The drug is OCCCN1CCN(CCCC2c3ccccc3Sc3ccc(Cl)cc32)CC1. (5) The molecule is C[C@]12C[C@H](O)[C@H]3[C@@H](C=C(Cl)C4=CC(=O)C=C[C@@]43C)[C@@H]1CC[C@]2(O)C(=O)CO. The result is 1 (penetrates BBB). (6) The molecule is CC1(C)O[C@@H]2CC3C4C[C@H](F)C5=CC(=O)C=CC5(C)[C@@]4(Cl)[C@@H](Cl)CC3(C)[C@]2(C(=O)CF)O1. The result is 1 (penetrates BBB). (7) The drug is COc1cc(/C=C/C(=O)N2CCCCCCC2)cc(OC)c1OC. The result is 1 (penetrates BBB). (8) The compound is CN(C)[C@@H]1C(=O)/C(=C(/O)NCN2CCCC(C(=O)O)C2)C(=O)[C@@]2(O)C(=O)C3=C(O)c4c(O)cccc4[C@@](C)(O)[C@H]3C[C@@H]12. The result is 0 (does not penetrate BBB).